This data is from Full USPTO retrosynthesis dataset with 1.9M reactions from patents (1976-2016). The task is: Predict the reactants needed to synthesize the given product. Given the product [Cl:17][C:14]1[CH:15]=[CH:16][C:11]([C:10]([C:8]2[CH:9]=[C:5]([C:3](=[O:4])[CH2:2][N:20]3[CH2:25][CH2:24][CH2:23][CH2:22][CH2:21]3)[N:6]([CH3:19])[CH:7]=2)=[O:18])=[CH:12][CH:13]=1, predict the reactants needed to synthesize it. The reactants are: Cl[CH2:2][C:3]([C:5]1[N:6]([CH3:19])[CH:7]=[C:8]([C:10](=[O:18])[C:11]2[CH:16]=[CH:15][C:14]([Cl:17])=[CH:13][CH:12]=2)[CH:9]=1)=[O:4].[NH:20]1[CH2:25][CH2:24][CH2:23][CH2:22][CH2:21]1.